Dataset: Reaction yield outcomes from USPTO patents with 853,638 reactions. Task: Predict the reaction yield, written as a fraction of the theoretical maximum amount of product (1.0 means a 100% yield; for example, 0.34 means a 34% yield). (1) The reactants are [OH:1][CH2:2][C:3]1([NH:7][CH:8]=[C:9]([C:15](=[O:26])[C:16]2[CH:21]=[C:20]([F:22])[C:19]([F:23])=[C:18](F)[C:17]=2F)[C:10]([O:12][CH2:13][CH3:14])=[O:11])[CH2:6][CH2:5][CH2:4]1.[H-].[Na+]. The catalyst is CN(C=O)C. The product is [F:22][C:20]1[C:19]([F:23])=[C:18]2[O:1][CH2:2][C:3]3([CH2:6][CH2:5][CH2:4]3)[N:7]3[CH:8]=[C:9]([C:10]([O:12][CH2:13][CH3:14])=[O:11])[C:15](=[O:26])[C:16]([CH:21]=1)=[C:17]23. The yield is 0.440. (2) The reactants are [Br:1][C:2]1[CH:3]=[C:4]([C:8]2([C:18]3[CH:23]=[CH:22][C:21]([O:24]C)=[CH:20][CH:19]=3)[C:12]3=[N:13][CH2:14][CH2:15][CH2:16][N:11]3[C:10](=[S:17])[NH:9]2)[CH:5]=[CH:6][CH:7]=1.B(Br)(Br)Br.O.C(OCC)(=O)C. The catalyst is ClCCl.[Cl-].[Na+].O. The product is [Br:1][C:2]1[CH:3]=[C:4]([C:8]2([C:18]3[CH:19]=[CH:20][C:21]([OH:24])=[CH:22][CH:23]=3)[C:12]3=[N:13][CH2:14][CH2:15][CH2:16][N:11]3[C:10](=[S:17])[NH:9]2)[CH:5]=[CH:6][CH:7]=1. The yield is 0.820.